From a dataset of Merck oncology drug combination screen with 23,052 pairs across 39 cell lines. Regression. Given two drug SMILES strings and cell line genomic features, predict the synergy score measuring deviation from expected non-interaction effect. (1) Drug 1: O=C(CCCCCCC(=O)Nc1ccccc1)NO. Drug 2: CCc1c2c(nc3ccc(O)cc13)-c1cc3c(c(=O)n1C2)COC(=O)C3(O)CC. Cell line: NCIH460. Synergy scores: synergy=6.39. (2) Drug 2: CNC(=O)c1cc(Oc2ccc(NC(=O)Nc3ccc(Cl)c(C(F)(F)F)c3)cc2)ccn1. Cell line: A375. Synergy scores: synergy=16.4. Drug 1: O=C(NOCC(O)CO)c1ccc(F)c(F)c1Nc1ccc(I)cc1F. (3) Drug 1: C=CCn1c(=O)c2cnc(Nc3ccc(N4CCN(C)CC4)cc3)nc2n1-c1cccc(C(C)(C)O)n1. Drug 2: Cn1cc(-c2cnn3c(N)c(Br)c(C4CCCNC4)nc23)cn1. Cell line: A427. Synergy scores: synergy=64.1.